Dataset: Reaction yield outcomes from USPTO patents with 853,638 reactions. Task: Predict the reaction yield, written as a fraction of the theoretical maximum amount of product (1.0 means a 100% yield; for example, 0.34 means a 34% yield). (1) The reactants are C([O:3][C:4](=[O:28])[CH:5]=[C:6]([C:8]1[CH:13]=[CH:12][C:11]([C:14]#[C:15][C:16]2[CH:21]=[CH:20][CH:19]=[C:18]([CH2:22][N:23]([CH:25]3[CH2:27][CH2:26]3)[CH3:24])[CH:17]=2)=[CH:10][CH:9]=1)[CH3:7])C.[OH-].[K+]. The catalyst is C(O)C.O1CCCC1. The product is [CH:25]1([N:23]([CH2:22][C:18]2[CH:17]=[C:16]([C:15]#[C:14][C:11]3[CH:12]=[CH:13][C:8]([C:6]([CH3:7])=[CH:5][C:4]([OH:28])=[O:3])=[CH:9][CH:10]=3)[CH:21]=[CH:20][CH:19]=2)[CH3:24])[CH2:26][CH2:27]1. The yield is 0.320. (2) The reactants are [NH2:1][C:2]1[N:7]=[CH:6][C:5]([O:8][C:9]2[CH:10]=[CH:11][C:12]([F:25])=[C:13]([NH:15][C:16]([C:18]3[N:22]([CH3:23])[N:21]=[C:20]([CH3:24])[CH:19]=3)=[O:17])[CH:14]=2)=[CH:4][CH:3]=1.[C:26]1([CH3:36])[CH:31]=[CH:30][C:29]([S:32](Cl)(=[O:34])=[O:33])=[CH:28][CH:27]=1. The catalyst is N1C=CC=CC=1. The product is [F:25][C:12]1[CH:11]=[CH:10][C:9]([O:8][C:5]2[CH:6]=[N:7][C:2]([NH:1][S:32]([C:29]3[CH:30]=[CH:31][C:26]([CH3:36])=[CH:27][CH:28]=3)(=[O:34])=[O:33])=[CH:3][CH:4]=2)=[CH:14][C:13]=1[NH:15][C:16]([C:18]1[N:22]([CH3:23])[N:21]=[C:20]([CH3:24])[CH:19]=1)=[O:17]. The yield is 0.810. (3) The reactants are [C:1]([C:3]1[C:4]([CH3:20])=[CH:5][C:6]([CH2:11][NH:12][C:13](=[O:19])[O:14][C:15]([CH3:18])([CH3:17])[CH3:16])=[N:7][C:8]=1[O:9][CH3:10])#[N:2]. The catalyst is CC(O)=O.C(O)C.[Ni]. The product is [NH2:2][CH2:1][C:3]1[C:4]([CH3:20])=[CH:5][C:6]([CH2:11][NH:12][C:13](=[O:19])[O:14][C:15]([CH3:16])([CH3:17])[CH3:18])=[N:7][C:8]=1[O:9][CH3:10]. The yield is 0.880. (4) The reactants are [CH2:1]([O:4][C:5]1([CH3:35])[CH2:10][CH2:9][N:8]([C:11]2[C:12]3[N:13]([N:28]=[C:29]([C:31]([O:33]C)=[O:32])[CH:30]=3)[CH:14]=[C:15]([CH3:27])[C:16]=2[C@H:17]([O:22][C:23]([CH3:26])([CH3:25])[CH3:24])[C:18]([O:20][CH3:21])=[O:19])[CH2:7][CH2:6]1)[CH:2]=[CH2:3].[OH-].[Na+].O. The catalyst is CO. The product is [CH2:1]([O:4][C:5]1([CH3:35])[CH2:6][CH2:7][N:8]([C:11]2[C:12]3[N:13]([N:28]=[C:29]([C:31]([OH:33])=[O:32])[CH:30]=3)[CH:14]=[C:15]([CH3:27])[C:16]=2[C@H:17]([O:22][C:23]([CH3:26])([CH3:25])[CH3:24])[C:18]([O:20][CH3:21])=[O:19])[CH2:9][CH2:10]1)[CH:2]=[CH2:3]. The yield is 0.970.